Dataset: NCI-60 drug combinations with 297,098 pairs across 59 cell lines. Task: Regression. Given two drug SMILES strings and cell line genomic features, predict the synergy score measuring deviation from expected non-interaction effect. (1) Drug 1: CCN(CC)CCCC(C)NC1=C2C=C(C=CC2=NC3=C1C=CC(=C3)Cl)OC. Cell line: HCT-15. Synergy scores: CSS=17.0, Synergy_ZIP=-2.90, Synergy_Bliss=-1.02, Synergy_Loewe=-19.4, Synergy_HSA=0.753. Drug 2: C1CC(=O)NC(=O)C1N2C(=O)C3=CC=CC=C3C2=O. (2) Cell line: SW-620. Drug 1: C1=CC(=CC=C1C#N)C(C2=CC=C(C=C2)C#N)N3C=NC=N3. Synergy scores: CSS=8.62, Synergy_ZIP=-2.00, Synergy_Bliss=-1.53, Synergy_Loewe=6.52, Synergy_HSA=-1.65. Drug 2: CN1C2=C(C=C(C=C2)N(CCCl)CCCl)N=C1CCCC(=O)O.Cl. (3) Drug 1: CC1CCC2CC(C(=CC=CC=CC(CC(C(=O)C(C(C(=CC(C(=O)CC(OC(=O)C3CCCCN3C(=O)C(=O)C1(O2)O)C(C)CC4CCC(C(C4)OC)O)C)C)O)OC)C)C)C)OC. Drug 2: C1CN1C2=NC(=NC(=N2)N3CC3)N4CC4. Cell line: HT29. Synergy scores: CSS=30.9, Synergy_ZIP=-0.343, Synergy_Bliss=0.0449, Synergy_Loewe=-1.30, Synergy_HSA=0.511. (4) Drug 1: C1=CC(=C2C(=C1NCCNCCO)C(=O)C3=C(C=CC(=C3C2=O)O)O)NCCNCCO. Drug 2: CC=C1C(=O)NC(C(=O)OC2CC(=O)NC(C(=O)NC(CSSCCC=C2)C(=O)N1)C(C)C)C(C)C. Cell line: SF-295. Synergy scores: CSS=60.7, Synergy_ZIP=-0.934, Synergy_Bliss=-3.14, Synergy_Loewe=-4.01, Synergy_HSA=-1.42. (5) Drug 1: C(=O)(N)NO. Drug 2: COC1=NC(=NC2=C1N=CN2C3C(C(C(O3)CO)O)O)N. Cell line: SK-MEL-28. Synergy scores: CSS=0.0705, Synergy_ZIP=1.57, Synergy_Bliss=1.95, Synergy_Loewe=-3.12, Synergy_HSA=-1.54. (6) Drug 1: CC1OCC2C(O1)C(C(C(O2)OC3C4COC(=O)C4C(C5=CC6=C(C=C35)OCO6)C7=CC(=C(C(=C7)OC)O)OC)O)O. Drug 2: C1=NC2=C(N=C(N=C2N1C3C(C(C(O3)CO)O)F)Cl)N. Cell line: HCT-15. Synergy scores: CSS=46.8, Synergy_ZIP=-7.56, Synergy_Bliss=-8.18, Synergy_Loewe=-9.99, Synergy_HSA=-5.17. (7) Drug 1: CC(C1=C(C=CC(=C1Cl)F)Cl)OC2=C(N=CC(=C2)C3=CN(N=C3)C4CCNCC4)N. Drug 2: C1=CC=C(C(=C1)C(C2=CC=C(C=C2)Cl)C(Cl)Cl)Cl. Cell line: HOP-92. Synergy scores: CSS=9.90, Synergy_ZIP=-0.750, Synergy_Bliss=3.38, Synergy_Loewe=-3.91, Synergy_HSA=3.04.